Dataset: Full USPTO retrosynthesis dataset with 1.9M reactions from patents (1976-2016). Task: Predict the reactants needed to synthesize the given product. (1) Given the product [F:15][C:12]([F:14])([F:13])[C:11]1[N:6]2[N:5]=[CH:4][C:3]([C:1]#[C:2][C:30]3[CH:29]=[CH:28][C:27]([NH2:26])=[N:32][CH:31]=3)=[C:7]2[N:8]=[C:9]([C:16]2[CH:21]=[CH:20][CH:19]=[C:18]([C:22]([F:25])([F:24])[F:23])[CH:17]=2)[CH:10]=1, predict the reactants needed to synthesize it. The reactants are: [C:1]([C:3]1[CH:4]=[N:5][N:6]2[C:11]([C:12]([F:15])([F:14])[F:13])=[CH:10][C:9]([C:16]3[CH:21]=[CH:20][CH:19]=[C:18]([C:22]([F:25])([F:24])[F:23])[CH:17]=3)=[N:8][C:7]=12)#[CH:2].[NH2:26][C:27]1[N:32]=[CH:31][C:30](Br)=[CH:29][CH:28]=1. (2) Given the product [Cl:23][CH2:9][C:7]1[N:6]=[C:5]([C:11]2[CH:16]=[C:15]([N:17]([CH3:19])[CH3:18])[CH:14]=[CH:13][N:12]=2)[CH:4]=[C:3]([N:2]([CH3:20])[CH3:1])[CH:8]=1, predict the reactants needed to synthesize it. The reactants are: [CH3:1][N:2]([CH3:20])[C:3]1[CH:8]=[C:7]([CH2:9]O)[N:6]=[C:5]([C:11]2[CH:16]=[C:15]([N:17]([CH3:19])[CH3:18])[CH:14]=[CH:13][N:12]=2)[CH:4]=1.S(Cl)([Cl:23])=O. (3) Given the product [OH:14][CH:13]([P:6](=[O:5])([OH:7])[OH:12])[C:15]1[C:20]([CH3:21])=[CH:19][N:18]=[C:17]([CH3:22])[C:16]=1[OH:23], predict the reactants needed to synthesize it. The reactants are: C([O:5][P:6]([CH:13]([C:15]1[C:20]([CH3:21])=[CH:19][N:18]=[C:17]([CH3:22])[C:16]=1[O:23]CC1C=CC=CC=1)[OH:14])(=[O:12])[O:7]C(C)(C)C)(C)(C)C.